From a dataset of Reaction yield outcomes from USPTO patents with 853,638 reactions. Predict the reaction yield, written as a fraction of the theoretical maximum amount of product (1.0 means a 100% yield; for example, 0.34 means a 34% yield). (1) The yield is 0.180. The reactants are [N+:1]([O-:4])(O)=[O:2].[NH2:5][C:6]1[CH:11]=[CH:10][C:9]([CH2:12][C:13]([O:15][CH3:16])=[O:14])=[CH:8][CH:7]=1. The product is [NH2:5][C:6]1[CH:7]=[CH:8][C:9]([CH2:12][C:13]([O:15][CH3:16])=[O:14])=[CH:10][C:11]=1[N+:1]([O-:4])=[O:2]. The catalyst is CC(O)=O. (2) The yield is 0.720. The product is [CH2:8]([N:7]([C:21]1[C:17]([O:16][CH2:14][CH3:15])=[N:18][S:19](=[O:26])(=[O:25])[N:20]=1)[CH2:1][CH2:2][CH2:3][CH2:4][CH2:5][CH3:6])[CH2:9][CH2:10][CH2:11][CH2:12][CH3:13]. The catalyst is C(O)C. The reactants are [CH2:1]([NH:7][CH2:8][CH2:9][CH2:10][CH2:11][CH2:12][CH3:13])[CH2:2][CH2:3][CH2:4][CH2:5][CH3:6].[CH2:14]([O:16][C:17]1[C:21](OCC)=[N:20][S:19](=[O:26])(=[O:25])[N:18]=1)[CH3:15]. (3) The reactants are [CH3:1][O:2][C:3]1[CH:8]=[C:7]([O:9][CH3:10])[CH:6]=[C:5](/[CH:11]=[CH:12]/[C:13]2[CH:14]=[CH:15][C:16]([OH:19])=[CH:17][CH:18]=2)[CH:4]=1.[N:20]1([C:32](=[O:33])[C:31]2[N:29]([CH3:30])[CH:28]=[N:27][C:26]=2[N:24]([CH3:25])[C:22]1=[O:23])[CH3:21].CCCCCCC. The catalyst is COC(C)(C)C. The product is [CH3:10][O:9][C:7]1[CH:8]=[C:3]([O:2][CH3:1])[CH:4]=[C:5](/[CH:11]=[CH:12]/[C:13]2[CH:14]=[CH:15][C:16]([OH:19])=[CH:17][CH:18]=2)[CH:6]=1.[N:20]1([C:32](=[O:33])[C:31]2[N:29]([CH3:30])[CH:28]=[N:27][C:26]=2[N:24]([CH3:25])[C:22]1=[O:23])[CH3:21]. The yield is 0.860. (4) The reactants are [NH2:1][C:2]1[C:3]([CH2:12][CH3:13])=[C:4]([CH:9]=[CH:10][CH:11]=1)[C:5](OC)=[O:6].[H-].[Al+3].[Li+].[H-].[H-].[H-].O. The catalyst is C1COCC1. The product is [NH2:1][C:2]1[C:3]([CH2:12][CH3:13])=[C:4]([CH2:5][OH:6])[CH:9]=[CH:10][CH:11]=1. The yield is 0.890. (5) The reactants are [C:1]([C:5]1[CH:6]=[C:7]([CH:9]=[CH:10][CH:11]=1)[NH2:8])([CH3:4])([CH3:3])[CH3:2].C(=O)([O-])[O-].[K+].[K+].Cl[C:19]([O:21][C:22]1[CH:27]=[CH:26][CH:25]=[CH:24][CH:23]=1)=[O:20].CN(C1C=CC=CN=1)C. The catalyst is CCOC(C)=O.C1COCC1. The product is [C:1]([C:5]1[CH:6]=[C:7]([NH:8][C:19](=[O:20])[O:21][C:22]2[CH:27]=[CH:26][CH:25]=[CH:24][CH:23]=2)[CH:9]=[CH:10][CH:11]=1)([CH3:4])([CH3:2])[CH3:3]. The yield is 0.570. (6) The reactants are [CH3:1][O:2][C:3](=[O:25])[CH2:4][C:5]1[C:14]([CH3:15])=[C:13](OS(C(F)(F)F)(=O)=O)[C:12]2[C:7](=[CH:8][CH:9]=[C:10]([Cl:24])[CH:11]=2)[CH:6]=1.[N+:26]([C:29]1[CH:34]=[CH:33][C:32](B(O)O)=[CH:31][CH:30]=1)([O-:28])=[O:27].C(=O)([O-])[O-].[Cs+].[Cs+].C(OCC)(=O)C. The catalyst is C(COC)OC.C1C=CC(P(C2C=CC=CC=2)[C-]2C=CC=C2)=CC=1.C1C=CC(P(C2C=CC=CC=2)[C-]2C=CC=C2)=CC=1.Cl[Pd]Cl.[Fe+2]. The product is [CH3:1][O:2][C:3](=[O:25])[CH2:4][C:5]1[C:14]([CH3:15])=[C:13]([C:32]2[CH:33]=[CH:34][C:29]([N+:26]([O-:28])=[O:27])=[CH:30][CH:31]=2)[C:12]2[C:7](=[CH:8][CH:9]=[C:10]([Cl:24])[CH:11]=2)[CH:6]=1. The yield is 0.740. (7) The reactants are C(O)(C)(C)C.C(NCC)C.[Cl:11][C:12]1[N:17]=[CH:16][C:15]([C:18](=[O:20])[CH3:19])=[CH:14][CH:13]=1.Br[CH2:22][C:23]([C:25]1[CH:26]=[N:27][C:28]([Cl:31])=[CH:29][CH:30]=1)=[O:24].OS(O)(=O)=O. The catalyst is C1C=CC=CC=1.[Cl-].[Zn+2].[Cl-]. The product is [Cl:11][C:12]1[N:17]=[CH:16][C:15]([C:18](=[O:20])[CH2:19][CH2:22][C:23]([C:25]2[CH:26]=[N:27][C:28]([Cl:31])=[CH:29][CH:30]=2)=[O:24])=[CH:14][CH:13]=1. The yield is 0.850. (8) The reactants are [O:1]=[C:2]([C:6]1[CH:11]=[CH:10][CH:9]=[CH:8][CH:7]=1)[C:3]([OH:5])=[O:4].C(Cl)(=O)C(Cl)=O.[N:18]12[CH2:25][CH2:24][CH:21]([CH2:22][CH2:23]1)[C@@H:20](O)[CH2:19]2. The catalyst is C(Cl)Cl. The product is [O:1]=[C:2]([C:6]1[CH:11]=[CH:10][CH:9]=[CH:8][CH:7]=1)[C:3]([O:5][C@@H:20]1[CH:21]2[CH2:24][CH2:25][N:18]([CH2:23][CH2:22]2)[CH2:19]1)=[O:4]. The yield is 0.504. (9) The reactants are [CH3:1][O:2][C:3]1[CH:12]=[C:11]2[C:6]([CH2:7][CH2:8][CH2:9][C:10]2([CH3:14])[CH3:13])=[CH:5][CH:4]=1.[Br:15]Br. The product is [Br:15][C:4]1[CH:5]=[C:6]2[C:11](=[CH:12][C:3]=1[O:2][CH3:1])[C:10]([CH3:14])([CH3:13])[CH2:9][CH2:8][CH2:7]2. The catalyst is C(O)(=O)C. The yield is 0.400. (10) The reactants are [F:1][C:2]1[CH:3]=[C:4]([NH2:24])[CH:5]=[CH:6][C:7]=1[O:8][C:9]1[CH:14]=[CH:13][N:12]=[C:11]2[NH:15][C:16]([C:18]3[CH:23]=[CH:22][CH:21]=[CH:20][CH:19]=3)=[CH:17][C:10]=12.[CH3:25][N:26]1[C:30]([CH3:31])=[C:29]([C:32](O)=[O:33])[C:28](=[O:35])[N:27]1[C:36]1[CH:41]=[CH:40][CH:39]=[CH:38][CH:37]=1.CN(C(ON1N=NC2C=CC=NC1=2)=[N+](C)C)C.F[P-](F)(F)(F)(F)F.C(N(CC)CC)C. The catalyst is CN(C)C=O. The product is [F:1][C:2]1[CH:3]=[C:4]([NH:24][C:32]([C:29]2[C:28](=[O:35])[N:27]([C:36]3[CH:37]=[CH:38][CH:39]=[CH:40][CH:41]=3)[N:26]([CH3:25])[C:30]=2[CH3:31])=[O:33])[CH:5]=[CH:6][C:7]=1[O:8][C:9]1[CH:14]=[CH:13][N:12]=[C:11]2[NH:15][C:16]([C:18]3[CH:23]=[CH:22][CH:21]=[CH:20][CH:19]=3)=[CH:17][C:10]=12. The yield is 0.0900.